Dataset: Reaction yield outcomes from USPTO patents with 853,638 reactions. Task: Predict the reaction yield, written as a fraction of the theoretical maximum amount of product (1.0 means a 100% yield; for example, 0.34 means a 34% yield). (1) The reactants are Cl[C:2]1[N:7]=[C:6]([C:8]2[CH:13]=[CH:12][CH:11]=[CH:10][CH:9]=2)[CH:5]=[CH:4][N:3]=1.CC1(C)CCCC(C)(C)N1.[CH3:24][C@H:25]1[NH:30][C@@H:29]([CH3:31])[CH2:28][N:27]([C:32]([O:34][C:35]([CH3:38])([CH3:37])[CH3:36])=[O:33])[CH2:26]1. No catalyst specified. The product is [CH3:31][C@H:29]1[N:30]([C:2]2[N:7]=[C:6]([C:8]3[CH:13]=[CH:12][CH:11]=[CH:10][CH:9]=3)[CH:5]=[CH:4][N:3]=2)[C@@H:25]([CH3:24])[CH2:26][N:27]([C:32]([O:34][C:35]([CH3:37])([CH3:36])[CH3:38])=[O:33])[CH2:28]1. The yield is 0.260. (2) The reactants are [CH3:1][C:2]1[CH:10]=[C:9]([N+]([O-])=O)[C:8]([N+:14]([O-:16])=[O:15])=[CH:7][C:3]=1[C:4]([OH:6])=[O:5].[OH-:17].[K+].Cl.[CH3:20]O. No catalyst specified. The product is [CH3:20][O:17][C:9]1[C:8]([N+:14]([O-:16])=[O:15])=[CH:7][C:3]([C:4]([OH:6])=[O:5])=[C:2]([CH3:1])[CH:10]=1. The yield is 0.600.